From a dataset of Catalyst prediction with 721,799 reactions and 888 catalyst types from USPTO. Predict which catalyst facilitates the given reaction. (1) Reactant: [CH3:1][C:2]([C:5]1[CH:9]=[CH:8][NH:7][N:6]=1)([CH3:4])[CH3:3].[H-].[Na+].CS(O)(=O)=O.O[CH:18]1[CH2:22][CH2:21][N:20]([C:23]2[CH:28]=[CH:27][CH:26]=[C:25]([C:29]([F:32])([F:31])[F:30])[CH:24]=2)[C:19]1=[O:33].O. Product: [CH3:1][C:2]([C:5]1[CH:9]=[CH:8][N:7]([CH:18]2[CH2:22][CH2:21][N:20]([C:23]3[CH:28]=[CH:27][CH:26]=[C:25]([C:29]([F:32])([F:30])[F:31])[CH:24]=3)[C:19]2=[O:33])[N:6]=1)([CH3:4])[CH3:3]. The catalyst class is: 9. (2) Reactant: [CH:1]1([O:4][C:5]2[CH:6]=[C:7]([C:15]3[N:32]([CH2:33][O:34][CH2:35][CH2:36][Si:37]([CH3:40])([CH3:39])[CH3:38])[C:18]4[CH:19]=[N:20][N:21]([CH2:24][O:25][CH2:26][CH2:27][Si:28]([CH3:31])([CH3:30])[CH3:29])[C:22](=[O:23])[C:17]=4[C:16]=3[CH:41]=[O:42])[CH:8]=[CH:9][C:10]=2[O:11][CH:12]([F:14])[F:13])[CH2:3][CH2:2]1.[CH3:43][CH:44]([CH3:49])[C:45]#[C:46][Mg]Br.C([Mg]Br)C.CC(C)C#C.C([Mg]Br)#C. Product: [CH:1]1([O:4][C:5]2[CH:6]=[C:7]([C:15]3[N:32]([CH2:33][O:34][CH2:35][CH2:36][Si:37]([CH3:40])([CH3:39])[CH3:38])[C:18]4[CH:19]=[N:20][N:21]([CH2:24][O:25][CH2:26][CH2:27][Si:28]([CH3:31])([CH3:29])[CH3:30])[C:22](=[O:23])[C:17]=4[C:16]=3[CH:41]([OH:42])[C:46]#[C:45][CH:44]([CH3:49])[CH3:43])[CH:8]=[CH:9][C:10]=2[O:11][CH:12]([F:13])[F:14])[CH2:2][CH2:3]1. The catalyst class is: 11. (3) Reactant: [C:1]1([S:7]([C:10]2[CH:11]=[C:12]3[C:17](=[CH:18][CH:19]=2)[C:16]([CH2:20][NH2:21])=[CH:15][CH:14]=[CH:13]3)(=[O:9])=[O:8])[CH:6]=[CH:5][CH:4]=[CH:3][CH:2]=1.CS[C:24]1[NH:28][C:27](=[O:29])[CH2:26][N:25]=1.[OH-].[Na+]. Product: [C:1]1([S:7]([C:10]2[CH:11]=[C:12]3[C:17](=[CH:18][CH:19]=2)[C:16]([CH2:20][NH:21][C:24]2[NH:28][C:27](=[O:29])[CH2:26][N:25]=2)=[CH:15][CH:14]=[CH:13]3)(=[O:9])=[O:8])[CH:2]=[CH:3][CH:4]=[CH:5][CH:6]=1. The catalyst class is: 8. (4) Reactant: [F:1][C:2]1[CH:7]=[C:6]([F:8])[CH:5]=[CH:4][C:3]=1[CH:9]=[CH:10][C:11]([OH:13])=[O:12]. Product: [F:1][C:2]1[CH:7]=[C:6]([F:8])[CH:5]=[CH:4][C:3]=1[CH2:9][CH2:10][C:11]([OH:13])=[O:12]. The catalyst class is: 867. (5) Reactant: [CH3:1][O:2][C:3]1[CH:4]=[C:5]([C:11]2[CH:16]=[CH:15][CH:14]=[CH:13][C:12]=2[NH:17][C:18](=[O:28])[CH:19]([OH:27])[C:20]2[CH:25]=[CH:24][C:23]([CH3:26])=[CH:22][CH:21]=2)[CH:6]=[CH:7][C:8]=1[O:9][CH3:10].[CH2:29](N(CC)CC)C.CS(Cl)(=O)=O.O. Product: [CH3:1][O:2][C:3]1[CH:4]=[C:5]([C:11]2[CH:16]=[CH:15][CH:14]=[CH:13][C:12]=2[NH:17][C:18](=[O:28])[CH:19]([O:27][CH3:29])[C:20]2[CH:21]=[CH:22][C:23]([CH3:26])=[CH:24][CH:25]=2)[CH:6]=[CH:7][C:8]=1[O:9][CH3:10]. The catalyst class is: 7. (6) Reactant: [F:1][C:2]([F:17])([F:16])[CH2:3][NH:4][C:5]([NH:7][NH:8]C(OC(C)(C)C)=O)=[O:6].[ClH:18]. Product: [ClH:18].[F:1][C:2]([F:17])([F:16])[CH2:3][NH:4][C:5]([NH:7][NH2:8])=[O:6]. The catalyst class is: 12.